From a dataset of NCI-60 drug combinations with 297,098 pairs across 59 cell lines. Regression. Given two drug SMILES strings and cell line genomic features, predict the synergy score measuring deviation from expected non-interaction effect. (1) Drug 1: CC1C(C(CC(O1)OC2CC(OC(C2O)C)OC3=CC4=CC5=C(C(=O)C(C(C5)C(C(=O)C(C(C)O)O)OC)OC6CC(C(C(O6)C)O)OC7CC(C(C(O7)C)O)OC8CC(C(C(O8)C)O)(C)O)C(=C4C(=C3C)O)O)O)O. Drug 2: CC12CCC3C(C1CCC2O)C(CC4=C3C=CC(=C4)O)CCCCCCCCCS(=O)CCCC(C(F)(F)F)(F)F. Cell line: OVCAR-8. Synergy scores: CSS=34.9, Synergy_ZIP=-0.375, Synergy_Bliss=-1.36, Synergy_Loewe=-21.2, Synergy_HSA=-0.801. (2) Drug 1: CS(=O)(=O)C1=CC(=C(C=C1)C(=O)NC2=CC(=C(C=C2)Cl)C3=CC=CC=N3)Cl. Drug 2: CN(CC1=CN=C2C(=N1)C(=NC(=N2)N)N)C3=CC=C(C=C3)C(=O)NC(CCC(=O)O)C(=O)O. Cell line: M14. Synergy scores: CSS=37.3, Synergy_ZIP=-0.981, Synergy_Bliss=2.76, Synergy_Loewe=-33.9, Synergy_HSA=-0.331. (3) Drug 1: CC1OCC2C(O1)C(C(C(O2)OC3C4COC(=O)C4C(C5=CC6=C(C=C35)OCO6)C7=CC(=C(C(=C7)OC)O)OC)O)O. Drug 2: CC12CCC3C(C1CCC2O)C(CC4=C3C=CC(=C4)O)CCCCCCCCCS(=O)CCCC(C(F)(F)F)(F)F. Cell line: SNB-75. Synergy scores: CSS=11.7, Synergy_ZIP=-4.99, Synergy_Bliss=-1.33, Synergy_Loewe=-1.40, Synergy_HSA=0.297.